From a dataset of Forward reaction prediction with 1.9M reactions from USPTO patents (1976-2016). Predict the product of the given reaction. (1) Given the reactants C1(P(C2CCCCC2)C2C=CC=CC=2C2C(CCC)=CC(CCC)=CC=2CCC)CCCCC1.[CH3:50][C:45]1([CH3:51])[C:46]([CH3:49])([CH3:48])[O:47][B:43]([B:43]2[O:47][C:46]([CH3:49])([CH3:48])[C:45]([CH3:51])([CH3:50])[O:44]2)[O:44]1.Br[C:54]1[CH:55]=[C:56]2[C:60](=[CH:61][CH:62]=1)[C:59](=[O:63])[N:58]([CH3:64])[CH2:57]2.C([O-])(=O)C.[K+].N#N, predict the reaction product. The product is: [CH3:64][N:58]1[CH2:57][C:56]2[C:60](=[CH:61][CH:62]=[C:54]([B:43]3[O:44][C:45]([CH3:50])([CH3:51])[C:46]([CH3:48])([CH3:49])[O:47]3)[CH:55]=2)[C:59]1=[O:63]. (2) Given the reactants [CH3:1][O:2][C:3]1[CH:8]=[CH:7][C:6]([N:9]2[C:13]3[CH:14]=[C:15]([C:18]4[O:22][C:21]([SH:23])=[N:20][N:19]=4)[CH:16]=[CH:17][C:12]=3[N:11]=[CH:10]2)=[CH:5][CH:4]=1.Cl[CH2:25][C:26]1[CH:27]=[C:28]([CH:32]=[CH:33][CH:34]=1)[C:29]([OH:31])=[O:30], predict the reaction product. The product is: [CH3:1][O:2][C:3]1[CH:8]=[CH:7][C:6]([N:9]2[C:13]3[CH:14]=[C:15]([C:18]4[O:22][C:21]([S:23][CH2:25][C:26]5[CH:27]=[C:28]([CH:32]=[CH:33][CH:34]=5)[C:29]([OH:31])=[O:30])=[N:20][N:19]=4)[CH:16]=[CH:17][C:12]=3[N:11]=[CH:10]2)=[CH:5][CH:4]=1. (3) Given the reactants [Br:1][C:2]1[CH:3]=[C:4](F)[C:5]([C:8]#[N:9])=[N:6][CH:7]=1.[CH2:11]([Mg]Cl)[CH3:12].ClC1C=CC=C(Cl)C=1C[N:19]1C2C(=NC=C(C(O)=O)C=2)C(C)=N1, predict the reaction product. The product is: [Br:1][C:2]1[CH:3]=[C:4]2[NH:19][N:9]=[C:8]([CH2:11][CH3:12])[C:5]2=[N:6][CH:7]=1. (4) The product is: [CH2:1]([N:8]1[CH2:12][C@H:11]([OH:14])[C@@H:10]([OH:15])[CH2:9]1)[C:2]1[CH:3]=[CH:4][CH:5]=[CH:6][CH:7]=1. Given the reactants [CH2:1]([N:8]1[C:12](=O)[C@H:11]([OH:14])[C@@H:10]([OH:15])[C:9]1=O)[C:2]1[CH:7]=[CH:6][CH:5]=[CH:4][CH:3]=1.[H-].[H-].[H-].[H-].[Li+].[Al+3], predict the reaction product. (5) The product is: [Cl:1][C:2]1[CH:3]=[C:4]([N:11]2[C:15](=[O:16])[N:14]([CH3:17])[N:13]=[N:12]2)[CH:5]=[C:6]([N+:8]([O-:10])=[O:9])[CH:7]=1. Given the reactants [Cl:1][C:2]1[CH:3]=[C:4]([N:11]2[C:15](=[O:16])[NH:14][N:13]=[N:12]2)[CH:5]=[C:6]([N+:8]([O-:10])=[O:9])[CH:7]=1.[CH3:17]N(C=O)C.C([O-])([O-])=O.[K+].[K+].IC, predict the reaction product. (6) Given the reactants Br[C:2]1[CH:7]=[CH:6][C:5]([NH:8][C:9]2[C:14]([C:15]([F:18])([F:17])[F:16])=[CH:13][N:12]=[C:11]([NH:19][C:20]3[CH:34]=[CH:33][C:23]([CH2:24][P:25](=[O:32])([O:29][CH2:30][CH3:31])[O:26][CH2:27][CH3:28])=[CH:22][CH:21]=3)[N:10]=2)=[C:4]([C:35](=[O:38])[NH:36][CH3:37])[CH:3]=1.[CH2:39]([N:41]([CH2:58][CH3:59])[CH2:42][CH2:43][N:44]1[CH:48]=[C:47](B2OC(C)(C)C(C)(C)O2)[CH:46]=[N:45]1)[CH3:40], predict the reaction product. The product is: [CH2:27]([O:26][P:25]([CH2:24][C:23]1[CH:33]=[CH:34][C:20]([NH:19][C:11]2[N:10]=[C:9]([NH:8][C:5]3[CH:6]=[CH:7][C:2]([C:47]4[CH:46]=[N:45][N:44]([CH2:43][CH2:42][N:41]([CH2:58][CH3:59])[CH2:39][CH3:40])[CH:48]=4)=[CH:3][C:4]=3[C:35](=[O:38])[NH:36][CH3:37])[C:14]([C:15]([F:18])([F:17])[F:16])=[CH:13][N:12]=2)=[CH:21][CH:22]=1)(=[O:32])[O:29][CH2:30][CH3:31])[CH3:28]. (7) Given the reactants [Cl:1][C:2]1[CH:3]=[C:4]2[C:13](=[C:14]([Cl:16])[CH:15]=1)[C:7]1([CH:12]=[CH:11][NH:10][CH2:9][CH2:8]1)[NH:6][C:5]2=[O:17], predict the reaction product. The product is: [Cl:1][C:2]1[CH:3]=[C:4]2[C:13](=[C:14]([Cl:16])[CH:15]=1)[C:7]1([CH2:12][CH2:11][NH:10][CH2:9][CH2:8]1)[NH:6][C:5]2=[O:17]. (8) Given the reactants [CH3:1][CH:2]1[CH2:7][NH:6][CH2:5][CH2:4][N:3]1[C:8]1[CH:13]=[CH:12][N:11]=[CH:10][C:9]=1[N+:14]([O-:16])=[O:15].[CH3:17]N(C=O)C.[H-].[Na+].CI, predict the reaction product. The product is: [CH3:1][CH:2]1[CH2:7][N:6]([CH3:17])[CH2:5][CH2:4][N:3]1[C:8]1[CH:13]=[CH:12][N:11]=[CH:10][C:9]=1[N+:14]([O-:16])=[O:15]. (9) Given the reactants [NH2:1][C:2]1[CH:3]=[C:4]2[C:9](=[CH:10][CH:11]=1)[N:8]=[CH:7][C:6]([C:12]#[N:13])=[C:5]2[NH:14][C:15]1[CH:20]=[CH:19][C:18]([F:21])=[C:17]([Cl:22])[CH:16]=1.[C:23]([O:27][C:28]([N:30]1[CH2:34][CH2:33][CH:32]([CH:35]=O)[CH2:31]1)=[O:29])([CH3:26])([CH3:25])[CH3:24].[BH3-]C#N.[Na+], predict the reaction product. The product is: [C:23]([O:27][C:28]([N:30]1[CH2:34][CH2:33][CH:32]([CH2:35][NH:1][C:2]2[CH:3]=[C:4]3[C:9](=[CH:10][CH:11]=2)[N:8]=[CH:7][C:6]([C:12]#[N:13])=[C:5]3[NH:14][C:15]2[CH:20]=[CH:19][C:18]([F:21])=[C:17]([Cl:22])[CH:16]=2)[CH2:31]1)=[O:29])([CH3:26])([CH3:24])[CH3:25]. (10) Given the reactants C([N:8]1[CH2:13][CH2:12][CH:11]([C:14](=[O:26])[CH2:15][C:16]2[CH:21]=[CH:20][CH:19]=[CH:18][C:17]=2[C:22]([F:25])([F:24])[F:23])[CH2:10][CH2:9]1)C1C=CC=CC=1.[Cl:27]CCCl, predict the reaction product. The product is: [ClH:27].[NH:8]1[CH2:9][CH2:10][CH:11]([C:14](=[O:26])[CH2:15][C:16]2[CH:21]=[CH:20][CH:19]=[CH:18][C:17]=2[C:22]([F:24])([F:25])[F:23])[CH2:12][CH2:13]1.